This data is from NCI-60 drug combinations with 297,098 pairs across 59 cell lines. The task is: Regression. Given two drug SMILES strings and cell line genomic features, predict the synergy score measuring deviation from expected non-interaction effect. (1) Synergy scores: CSS=17.4, Synergy_ZIP=1.20, Synergy_Bliss=5.96, Synergy_Loewe=3.18, Synergy_HSA=6.32. Cell line: A498. Drug 1: CC1CCC2CC(C(=CC=CC=CC(CC(C(=O)C(C(C(=CC(C(=O)CC(OC(=O)C3CCCCN3C(=O)C(=O)C1(O2)O)C(C)CC4CCC(C(C4)OC)OCCO)C)C)O)OC)C)C)C)OC. Drug 2: CC12CCC3C(C1CCC2OP(=O)(O)O)CCC4=C3C=CC(=C4)OC(=O)N(CCCl)CCCl.[Na+]. (2) Drug 1: C#CCC(CC1=CN=C2C(=N1)C(=NC(=N2)N)N)C3=CC=C(C=C3)C(=O)NC(CCC(=O)O)C(=O)O. Drug 2: CN(CCCl)CCCl.Cl. Cell line: NCI/ADR-RES. Synergy scores: CSS=15.0, Synergy_ZIP=-2.70, Synergy_Bliss=-2.39, Synergy_Loewe=0.526, Synergy_HSA=-1.78. (3) Drug 1: C1=CC(=CC=C1CCCC(=O)O)N(CCCl)CCCl. Drug 2: C1CN(P(=O)(OC1)NCCCl)CCCl. Cell line: K-562. Synergy scores: CSS=4.29, Synergy_ZIP=-7.57, Synergy_Bliss=-6.60, Synergy_Loewe=-21.6, Synergy_HSA=-8.40. (4) Drug 1: CS(=O)(=O)C1=CC(=C(C=C1)C(=O)NC2=CC(=C(C=C2)Cl)C3=CC=CC=N3)Cl. Drug 2: CC12CCC3C(C1CCC2O)C(CC4=C3C=CC(=C4)O)CCCCCCCCCS(=O)CCCC(C(F)(F)F)(F)F. Cell line: MDA-MB-435. Synergy scores: CSS=0.716, Synergy_ZIP=3.84, Synergy_Bliss=7.42, Synergy_Loewe=3.24, Synergy_HSA=-0.240. (5) Drug 1: COC1=C(C=C2C(=C1)N=CN=C2NC3=CC(=C(C=C3)F)Cl)OCCCN4CCOCC4. Drug 2: CCC(=C(C1=CC=CC=C1)C2=CC=C(C=C2)OCCN(C)C)C3=CC=CC=C3.C(C(=O)O)C(CC(=O)O)(C(=O)O)O. Cell line: NCI-H322M. Synergy scores: CSS=47.5, Synergy_ZIP=4.53, Synergy_Bliss=4.78, Synergy_Loewe=-4.95, Synergy_HSA=4.60.